This data is from Cav3 T-type calcium channel HTS with 100,875 compounds. The task is: Binary Classification. Given a drug SMILES string, predict its activity (active/inactive) in a high-throughput screening assay against a specified biological target. (1) The compound is O1C=2CC(CC(=O)C2C(C(=C1N)C(OCC)=O)c1cccnc1)(C)C. The result is 0 (inactive). (2) The drug is Clc1c(CN2CCN(CC2)c2c(OC)cccc2)ccc(Cl)c1. The result is 0 (inactive).